Dataset: Reaction yield outcomes from USPTO patents with 853,638 reactions. Task: Predict the reaction yield, written as a fraction of the theoretical maximum amount of product (1.0 means a 100% yield; for example, 0.34 means a 34% yield). (1) The reactants are [OH:1][CH2:2][C:3]([CH3:9])([CH3:8])[C:4]([O:6][CH3:7])=[O:5].C(N(CC)C(C)C)(C)C.[C:19]([Si:23]([CH3:26])([CH3:25])Cl)([CH3:22])([CH3:21])[CH3:20]. The catalyst is CN(C=O)C. The product is [Si:23]([O:1][CH2:2][C:3]([CH3:9])([CH3:8])[C:4]([O:6][CH3:7])=[O:5])([C:19]([CH3:22])([CH3:21])[CH3:20])([CH3:26])[CH3:25]. The yield is 1.00. (2) The reactants are [NH2:1][C:2]1[CH:3]=[C:4]([S:8]([N:11]2[C:20](=[O:21])[C:19]3[C:14](=[CH:15][C:16]([Cl:22])=[CH:17][CH:18]=3)[NH:13][C:12]2=[O:23])(=[O:10])=[O:9])[CH:5]=[CH:6][CH:7]=1.C1(=O)[O:29][C:27](=[O:28])[CH2:26][CH2:25]1.C1C[O:34][CH2:33]C1. No catalyst specified. The product is [Cl:22][C:16]1[CH:15]=[C:14]2[C:19]([C:20](=[O:21])[N:11]([S:8]([C:4]3[CH:3]=[C:2]([NH:1][C:33]([CH:26]([CH3:25])[C:27]([OH:29])=[O:28])=[O:34])[CH:7]=[CH:6][CH:5]=3)(=[O:10])=[O:9])[C:12](=[O:23])[NH:13]2)=[CH:18][CH:17]=1. The yield is 0.960. (3) The reactants are Cl[C:2]1[N:7]=[C:6]([C:8]2[N:12]3[CH:13]=[C:14]([F:17])[CH:15]=[CH:16][C:11]3=[N:10][CH:9]=2)[N:5]=[C:4]([NH:18][C@@H:19]2[CH2:24][CH2:23][CH2:22][N:21]([C:25]([O:27][C:28]([CH3:31])([CH3:30])[CH3:29])=[O:26])[CH2:20]2)[CH:3]=1.[CH3:32][O:33][C:34]1[CH:39]=[CH:38][C:37]([CH2:40][NH2:41])=[CH:36][CH:35]=1.C(OC(N1CCC[C@@H](NC2N=C(C3N4C=C(F)C=CC4=NC=3)N=C(N3CCN(C(OCC4C=CC=CC=4)=O)CC3)C=2)C1)=O)(C)(C)C. No catalyst specified. The product is [F:17][C:14]1[CH:15]=[CH:16][C:11]2[N:12]([C:8]([C:6]3[N:5]=[C:4]([NH:18][C@@H:19]4[CH2:24][CH2:23][CH2:22][N:21]([C:25]([O:27][C:28]([CH3:31])([CH3:30])[CH3:29])=[O:26])[CH2:20]4)[CH:3]=[C:2]([NH:41][CH2:40][C:37]4[CH:38]=[CH:39][C:34]([O:33][CH3:32])=[CH:35][CH:36]=4)[N:7]=3)=[CH:9][N:10]=2)[CH:13]=1. The yield is 0.600. (4) The reactants are [Cl:1][C:2]1[CH:3]=[C:4]([CH:23]=[CH:24][C:25]=1[O:26][CH3:27])[CH2:5][NH:6][C:7]1[C:12]([C:13](O)=[O:14])=[CH:11][N:10]=[C:9]([N:16]2[CH2:22][CH2:21][C:18]3([CH2:20][CH2:19]3)[CH2:17]2)[N:8]=1.[NH2:28][C@H:29]1[CH2:34][CH2:33][C@H:32]([OH:35])[CH2:31][CH2:30]1.[CH2:36](N(CC)CC)[CH3:37].CN(C(ON1N=NC2C=CC=NC1=2)=[N+](C)C)C.F[P-](F)(F)(F)(F)F. The catalyst is C1COCC1.O. The product is [CH2:36]([C:11]1[N:10]=[C:9]([N:16]2[CH2:22][CH2:21][C:18]3([CH2:19][CH2:20]3)[CH2:17]2)[N:8]=[C:7]([NH:6][CH2:5][C:4]2[CH:23]=[CH:24][C:25]([O:26][CH3:27])=[C:2]([Cl:1])[CH:3]=2)[C:12]=1[C:13]([NH:28][C@H:29]1[CH2:34][CH2:33][C@H:32]([OH:35])[CH2:31][CH2:30]1)=[O:14])[CH3:37]. The yield is 0.440. (5) The reactants are [C:1]([O:5][C:6]([N:8]1[CH2:13][CH2:12][N:11]([CH:14]2[CH2:19][CH2:18][CH:17]([N:20]3[C:24]4=[N:25][CH:26]=[N:27][C:28]([NH2:29])=[C:23]4[C:22](I)=[N:21]3)[CH2:16][CH2:15]2)[CH2:10][CH2:9]1)=[O:7])([CH3:4])([CH3:3])[CH3:2].[CH3:31][O:32][C:33]1[CH:38]=[C:37](B2OC(C)(C)C(C)(C)O2)[CH:36]=[CH:35][C:34]=1[NH:48][C:49]([C:51]1[N:52]([CH3:60])[C:53]2[C:58]([CH:59]=1)=[CH:57][CH:56]=[CH:55][CH:54]=2)=[O:50].C(=O)([O-])[O-].[Na+].[Na+]. The catalyst is O1CCOCC1.ClCCl.Cl[Pd](Cl)([P](C1C=CC=CC=1)(C1C=CC=CC=1)C1C=CC=CC=1)[P](C1C=CC=CC=1)(C1C=CC=CC=1)C1C=CC=CC=1. The product is [NH2:29][C:28]1[N:27]=[CH:26][N:25]=[C:24]2[N:20]([CH:17]3[CH2:18][CH2:19][CH:14]([N:11]4[CH2:12][CH2:13][N:8]([C:6]([O:5][C:1]([CH3:4])([CH3:3])[CH3:2])=[O:7])[CH2:9][CH2:10]4)[CH2:15][CH2:16]3)[N:21]=[C:22]([C:37]3[CH:36]=[CH:35][C:34]([NH:48][C:49]([C:51]4[N:52]([CH3:60])[C:53]5[C:58]([CH:59]=4)=[CH:57][CH:56]=[CH:55][CH:54]=5)=[O:50])=[C:33]([O:32][CH3:31])[CH:38]=3)[C:23]=12. The yield is 0.669. (6) The reactants are [CH3:1][N:2]1[C:10]2[C:5](=[C:6]([O:11][C:12]3[CH:21]=[CH:20][C:19]4[C:14](=[CH:15][CH:16]=[CH:17][CH:18]=4)[CH:13]=3)[CH:7]=[CH:8][CH:9]=2)[C:4]([C:22]2[O:26][N:25]=[C:24](N)[CH:23]=2)=[CH:3]1.S(O)(O)(=O)=O.NO.[OH-].[Na+]. The catalyst is C(O)C.O. The product is [CH3:1][N:2]1[C:10]2[C:5](=[C:6]([O:11][C:12]3[CH:21]=[CH:20][C:19]4[C:14](=[CH:15][CH:16]=[CH:17][CH:18]=4)[CH:13]=3)[CH:7]=[CH:8][CH:9]=2)[C:4]([C:22](=[O:26])[CH2:23][C:24]#[N:25])=[CH:3]1. The yield is 0.320. (7) The reactants are [CH3:1][C:2]1([CH3:11])[CH2:7][C:6](=[O:8])[CH2:5][C:4]([CH3:10])([CH3:9])[NH:3]1.OO.[C:14](=O)([O-])[O-:15].[Na+].[Na+].Cl.C(=O)C.[Cl-].[Na+]. The catalyst is O. The product is [CH3:14][O:15][N:3]1[C:4]([CH3:10])([CH3:9])[CH2:5][C:6](=[O:8])[CH2:7][C:2]1([CH3:11])[CH3:1]. The yield is 0.620. (8) The reactants are C(OC([N:6]=[S:7]([CH3:37])([C:9]1[CH:14]=[CH:13][CH:12]=[C:11]([CH2:15][O:16][C:17]2[CH:26]=[C:25]3[C:20]([C:21]([NH:27][C:28]4[CH:33]=[CH:32][N:31]=[C:30]([CH3:34])[CH:29]=4)=[N:22][CH:23]=[N:24]3)=[CH:19][C:18]=2[O:35][CH3:36])[CH:10]=1)=[O:8])=O)C. The catalyst is ClCCl.CO. The product is [CH3:34][C:30]1[CH:29]=[C:28]([NH:27][C:21]2[C:20]3[C:25](=[CH:26][C:17]([O:16][CH2:15][C:11]4[CH:10]=[C:9]([S:7]([CH3:37])(=[NH:6])=[O:8])[CH:14]=[CH:13][CH:12]=4)=[C:18]([O:35][CH3:36])[CH:19]=3)[N:24]=[CH:23][N:22]=2)[CH:33]=[CH:32][N:31]=1. The yield is 0.790.